This data is from Retrosynthesis with 50K atom-mapped reactions and 10 reaction types from USPTO. The task is: Predict the reactants needed to synthesize the given product. (1) Given the product CC(C)N(CCS(=O)(=O)NCC(C)(C)C)C(=O)c1cc(Cl)cc(OCCN(C(=O)OC(C)(C)C)c2ccncc2)c1, predict the reactants needed to synthesize it. The reactants are: CC(C)(C)OC(=O)N(CCOc1cc(Cl)cc(C(=O)O)c1)c1ccncc1.CC(C)NCCS(=O)(=O)NCC(C)(C)C. (2) The reactants are: C[C@H](NC(=O)c1c(CN2CCN(CCCOC3CCCCO3)C(=O)C2)c(-c2ccccc2)nc2ccc(F)cc12)C1CCCCC1. Given the product C[C@H](NC(=O)c1c(CN2CCN(CCCO)C(=O)C2)c(-c2ccccc2)nc2ccc(F)cc12)C1CCCCC1, predict the reactants needed to synthesize it. (3) Given the product COC(=O)CCCCCCCCCCCCCCCN, predict the reactants needed to synthesize it. The reactants are: COC(=O)CCCCCCCCCCCCCCCN=[N+]=[N-]. (4) Given the product O=C(NC1(C(=O)NCc2ccc(Nc3ccc(F)cc3C(F)(F)F)cn2)CC1)c1cnc2[nH]cnc2c1, predict the reactants needed to synthesize it. The reactants are: NCc1ccc(Nc2ccc(F)cc2C(F)(F)F)cn1.O=C(NC1(C(=O)O)CC1)c1cnc2[nH]cnc2c1. (5) Given the product CC(Oc1cc(Br)cnc1N)c1cc(F)ccc1Cl, predict the reactants needed to synthesize it. The reactants are: CC(O)c1cc(F)ccc1Cl.Nc1ncc(Br)cc1O. (6) The reactants are: CCCCC#CCCO. Given the product CCCC/C=C\CCO, predict the reactants needed to synthesize it. (7) Given the product CCOC(=O)C1(CNc2cc(C)c(OC)c(C)c2C)CCC1, predict the reactants needed to synthesize it. The reactants are: CCOC(=O)C1(C=O)CCC1.COc1c(C)cc(N)c(C)c1C. (8) Given the product O=S1(=O)NC(N2CCNCC2)=Nc2ccc(Cl)cc21, predict the reactants needed to synthesize it. The reactants are: C1CNCCN1.O=S1(=O)NC(Cl)=Nc2ccc(Cl)cc21. (9) Given the product O/N=C\c1ccc(OCc2ccccc2)cc1, predict the reactants needed to synthesize it. The reactants are: NO.O=Cc1ccc(OCc2ccccc2)cc1. (10) Given the product CCN1CCCC1CNC(=O)c1ccc(OC/C=C(\C)CCC=C(C)C)cc1, predict the reactants needed to synthesize it. The reactants are: CC(C)=CCC/C(C)=C/COc1ccc(C(=O)O)cc1.CCN1CCCC1CN.